This data is from Forward reaction prediction with 1.9M reactions from USPTO patents (1976-2016). The task is: Predict the product of the given reaction. (1) Given the reactants [Br:1][C:2]1[N:28](S(C2C=CC=CC=2)(=O)=O)[C:5]2[N:6]=[CH:7][C:8]3[CH2:13][N:12]([C:14]4[C:19]([F:20])=[C:18]([O:21][CH3:22])[CH:17]=[C:16]([O:23][CH3:24])[C:15]=4[F:25])[C:11](=[O:26])[N:10]([CH3:27])[C:9]=3[C:4]=2[CH:3]=1.C[O-].[Na+].CO.Cl, predict the reaction product. The product is: [Br:1][C:2]1[NH:28][C:5]2[N:6]=[CH:7][C:8]3[CH2:13][N:12]([C:14]4[C:15]([F:25])=[C:16]([O:23][CH3:24])[CH:17]=[C:18]([O:21][CH3:22])[C:19]=4[F:20])[C:11](=[O:26])[N:10]([CH3:27])[C:9]=3[C:4]=2[CH:3]=1. (2) The product is: [F:1][C:2]1[CH:28]=[C:27]([N:29]2[CH:33]=[CH:32][CH:31]=[N:30]2)[CH:26]=[CH:25][C:3]=1[CH2:4][C:5]1[C:6]([CH3:24])=[C:7]([CH3:23])[C:8]([CH:34]=[CH2:35])=[C:9]([CH:14]=1)[C:10]([O:12][CH3:13])=[O:11]. Given the reactants [F:1][C:2]1[CH:28]=[C:27]([N:29]2[CH:33]=[CH:32][CH:31]=[N:30]2)[CH:26]=[CH:25][C:3]=1[CH2:4][C:5]1[C:6]([CH3:24])=[C:7]([CH3:23])[C:8](OS(C(F)(F)F)(=O)=O)=[C:9]([CH:14]=1)[C:10]([O:12][CH3:13])=[O:11].[CH2:34](C([Sn])=C(CCCC)CCCC)[CH2:35]CC.[Cl-].[Li+].[F-].[K+], predict the reaction product. (3) Given the reactants N1C(C)=CC(C)=CC=1C.[Cl:10][C:11]1[CH:40]=[CH:39][C:14]([CH2:15][NH:16][C:17]([C:19]2[C:20](=[O:38])[C:21]3[CH:35]=[C:34]([CH2:36]O)[S:33][C:22]=3[N:23]([CH2:25][CH:26]3[CH2:30][O:29][C:28]([CH3:32])([CH3:31])[O:27]3)[CH:24]=2)=[O:18])=[CH:13][CH:12]=1.CS([Cl:45])(=O)=O, predict the reaction product. The product is: [Cl:45][CH2:36][C:34]1[S:33][C:22]2[N:23]([CH2:25][CH:26]3[CH2:30][O:29][C:28]([CH3:32])([CH3:31])[O:27]3)[CH:24]=[C:19]([C:17]([NH:16][CH2:15][C:14]3[CH:39]=[CH:40][C:11]([Cl:10])=[CH:12][CH:13]=3)=[O:18])[C:20](=[O:38])[C:21]=2[CH:35]=1. (4) The product is: [F:21][C:17]1[CH:18]=[C:19]([F:20])[C:14]2[O:13][CH2:12][C:11](=[O:22])[N:10]([CH2:9][CH2:8][N:5]3[CH2:4][CH2:3][CH:2]([NH:1][CH2:34][C:32]4[CH:31]=[CH:30][C:27]5[O:28][CH2:29][C:24](=[O:23])[NH:25][C:26]=5[N:33]=4)[CH2:7][CH2:6]3)[C:15]=2[CH:16]=1. Given the reactants [NH2:1][CH:2]1[CH2:7][CH2:6][N:5]([CH2:8][CH2:9][N:10]2[C:15]3[CH:16]=[C:17]([F:21])[CH:18]=[C:19]([F:20])[C:14]=3[O:13][CH2:12][C:11]2=[O:22])[CH2:4][CH2:3]1.[O:23]=[C:24]1[CH2:29][O:28][C:27]2[CH:30]=[CH:31][C:32]([CH:34]=O)=[N:33][C:26]=2[NH:25]1.C([BH3-])#N.[Na+], predict the reaction product. (5) Given the reactants [CH2:1]([CH:8]1[CH2:13][CH2:12][N:11]([C:14]2[CH:15]=[C:16]3[C:20](=[CH:21][CH:22]=2)[NH:19][C:18]([C:23]([NH2:25])=[O:24])=[CH:17]3)[CH2:10][CH2:9]1)[C:2]1[CH:7]=[CH:6][CH:5]=[CH:4][CH:3]=1.[CH3:26][CH2:27][Mg+].[Br-].C(Cl)(=O)[C:31]1[CH:36]=C[C:34]([O:37]C)=[CH:33][CH:32]=1.[Al+3].[Cl-].[Cl-].[Cl-].C[CH2:46][O:47]CC, predict the reaction product. The product is: [CH3:46][O:47][C:26]1[CH:27]=[CH:36][CH:31]=[CH:32][C:33]=1[C:34]([C:15]1[C:16]2[C:20](=[CH:21][CH:22]=[C:18]([C:23]([NH2:25])=[O:24])[CH:17]=2)[NH:19][C:14]=1[N:11]1[CH2:10][CH2:9][CH:8]([CH2:1][C:2]2[CH:7]=[CH:6][CH:5]=[CH:4][CH:3]=2)[CH2:13][CH2:12]1)=[O:37]. (6) Given the reactants [F:1][C:2]1[CH:3]=[C:4]([C:10](=[O:12])[CH3:11])[CH:5]=[CH:6][C:7]=1[O:8][CH3:9].[Br:13]Br, predict the reaction product. The product is: [Br:13][CH2:11][C:10]([C:4]1[CH:5]=[CH:6][C:7]([O:8][CH3:9])=[C:2]([F:1])[CH:3]=1)=[O:12]. (7) Given the reactants [ClH:1].Cl.[CH:3]1(NC(C2C3C=C(C4C(F)=CN=C(NCCCC5CCN(C)CC5)N=4)SC=3C=CC=2)=O)CC1.[CH3:36][NH:37][C:38]([C:40]1[C:48]2[CH:47]=[C:46]([C:49]3[C:54]([Br:55])=[CH:53][N:52]=[C:51]([NH:56][CH2:57][CH2:58][CH:59]4[CH2:64][CH2:63][NH:62][CH2:61][CH2:60]4)[N:50]=3)[S:45][C:44]=2[CH:43]=[CH:42][CH:41]=1)=[O:39], predict the reaction product. The product is: [ClH:1].[ClH:1].[CH3:36][NH:37][C:38]([C:40]1[C:48]2[CH:47]=[C:46]([C:49]3[C:54]([Br:55])=[CH:53][N:52]=[C:51]([NH:56][CH2:57][CH2:58][CH:59]4[CH2:60][CH2:61][N:62]([CH3:3])[CH2:63][CH2:64]4)[N:50]=3)[S:45][C:44]=2[CH:43]=[CH:42][CH:41]=1)=[O:39]. (8) Given the reactants [Cl:1][C:2]1[CH:3]=[C:4]2[C:9](=[CH:10][CH:11]=1)[O:8][CH:7]=[C:6](I)[C:5]2=O.[C:14]([C:16]1[CH:22]=[CH:21][C:19]([NH2:20])=[CH:18][CH:17]=1)#[CH:15].C(N(C(C)C)CC)(C)C.[NH2:32][NH2:33], predict the reaction product. The product is: [NH2:20][C:19]1[CH:21]=[CH:22][C:16]([C:14]#[C:15][C:6]2[C:5]([C:4]3[CH:3]=[C:2]([Cl:1])[CH:11]=[CH:10][C:9]=3[OH:8])=[N:32][NH:33][CH:7]=2)=[CH:17][CH:18]=1.